Dataset: Catalyst prediction with 721,799 reactions and 888 catalyst types from USPTO. Task: Predict which catalyst facilitates the given reaction. (1) Product: [F:16][C:13]1[CH:12]=[CH:11][C:10]([C:7]([CH3:9])([CH3:8])[CH2:6][CH2:5][CH:4]=[O:17])=[CH:15][CH:14]=1. The catalyst class is: 7. Reactant: CON(C)[C:4](=[O:17])[CH2:5][CH2:6][C:7]([C:10]1[CH:15]=[CH:14][C:13]([F:16])=[CH:12][CH:11]=1)([CH3:9])[CH3:8].[H-].[Al+3].[Li+].[H-].[H-].[H-]. (2) Product: [N:1]([C:2]1[CH:3]=[N:4][CH:5]=[CH:6][C:7]=1[C@H:8]1[CH2:13][C@@H:12]([NH:14][C:15](=[O:21])[O:16][C:17]([CH3:20])([CH3:19])[CH3:18])[C@@H:11]([S:22]([CH3:25])(=[O:24])=[O:23])[C@@H:10]([CH3:26])[CH2:9]1)=[C:27]=[S:28]. The catalyst class is: 7. Reactant: [NH2:1][C:2]1[CH:3]=[N:4][CH:5]=[CH:6][C:7]=1[C@H:8]1[CH2:13][C@@H:12]([NH:14][C:15](=[O:21])[O:16][C:17]([CH3:20])([CH3:19])[CH3:18])[C@@H:11]([S:22]([CH3:25])(=[O:24])=[O:23])[C@@H:10]([CH3:26])[CH2:9]1.[C:27](N1C=CN=C1)(N1C=CN=C1)=[S:28]. (3) Reactant: [CH3:1][N:2]([CH3:7])[S:3]([CH3:6])(=[O:5])=[O:4].[Li]CCCC.Cl[C:14]1[N:19]=[C:18]([S:20][CH3:21])[N:17]=[C:16]2[N:22]([CH2:32][O:33][CH2:34][CH2:35][Si:36]([CH3:39])([CH3:38])[CH3:37])[N:23]=[C:24]([C:25]3[CH:30]=[CH:29][CH:28]=[CH:27][C:26]=3[Cl:31])[C:15]=12. Product: [Cl:31][C:26]1[CH:27]=[CH:28][CH:29]=[CH:30][C:25]=1[C:24]1[C:15]2[C:16](=[N:17][C:18]([S:20][CH3:21])=[N:19][C:14]=2[CH2:6][S:3]([N:2]([CH3:7])[CH3:1])(=[O:5])=[O:4])[N:22]([CH2:32][O:33][CH2:34][CH2:35][Si:36]([CH3:37])([CH3:39])[CH3:38])[N:23]=1. The catalyst class is: 1. (4) Reactant: [CH3:1][N:2](C)[C:3]1[CH:8]=[CH:7][CH:6]=[CH:5][CH:4]=1.FC(F)(F)S(O[C:16]1[C:24]([Si](C)(C)C)=[CH:23][C:19]2[O:20][CH2:21][O:22][C:18]=2[CH:17]=1)(=O)=O.[F-].[K+].C1OCCOCCOCCOCCOCCOC1. Product: [CH3:1][N:2]([C:3]1[CH:8]=[CH:7][CH:6]=[CH:5][CH:4]=1)[C:16]1[CH:24]=[CH:23][C:19]2[O:20][CH2:21][O:22][C:18]=2[CH:17]=1. The catalyst class is: 1. (5) Reactant: [CH3:1][N:2]([CH3:48])[CH2:3][CH2:4][NH:5][C:6](=[O:47])[NH:7][C@:8]12[CH2:43][CH2:42][C@@H:41]([C:44]([CH3:46])=[CH2:45])[C@@H:9]1[C@@H:10]1[C@@:23]([CH3:26])([CH2:24][CH2:25]2)[C@@:22]2([CH3:27])[C@@H:13]([C@:14]3([CH3:40])[C@@H:19]([CH2:20][CH2:21]2)[C:18]([CH3:29])([CH3:28])[C:17]([C:30]2[CH:39]=[CH:38][C:33]([C:34]([O:36]C)=[O:35])=[CH:32][CH:31]=2)=[CH:16][CH2:15]3)[CH2:12][CH2:11]1.O.[OH-].[Li+].Cl.CO. Product: [CH3:48][N:2]([CH3:1])[CH2:3][CH2:4][NH:5][C:6](=[O:47])[NH:7][C@:8]12[CH2:43][CH2:42][C@@H:41]([C:44]([CH3:46])=[CH2:45])[C@@H:9]1[C@@H:10]1[C@@:23]([CH3:26])([CH2:24][CH2:25]2)[C@@:22]2([CH3:27])[C@@H:13]([C@:14]3([CH3:40])[C@@H:19]([CH2:20][CH2:21]2)[C:18]([CH3:29])([CH3:28])[C:17]([C:30]2[CH:39]=[CH:38][C:33]([C:34]([OH:36])=[O:35])=[CH:32][CH:31]=2)=[CH:16][CH2:15]3)[CH2:12][CH2:11]1. The catalyst class is: 20. (6) Product: [NH2:25][C@H:26]([C:31]([OH:33])=[O:32])[CH2:27][CH2:28][C:40]([OH:42])=[O:41]. Reactant: CN(C(ON1N=NC2C=CC=CC1=2)=[N+](C)C)C.F[P-](F)(F)(F)(F)F.[NH2:25][C@H:26]([C:31]([OH:33])=[O:32])[CH2:27][C:28](O)=O.N[C@H]([C:40]([OH:42])=[O:41])CCCC.C1(O)C=CC=CC=1.C([SiH](C(C)C)C(C)C)(C)C.C(O)(C(F)(F)F)=O. The catalyst class is: 58. (7) Reactant: [F:1][C:2]1[CH:7]=[CH:6][C:5]([N:8]2[C:12](=[O:13])[CH:11]=[C:10]([CH3:14])[NH:9]2)=[CH:4][CH:3]=1.[OH-].[Ca+2].[OH-].Cl[C:19]([O:21][CH2:22][C:23]1[CH:28]=[CH:27][CH:26]=[CH:25][CH:24]=1)=[O:20].Cl. Product: [CH2:22]([O:21][C:19]([C:11]1[C:12](=[O:13])[N:8]([C:5]2[CH:4]=[CH:3][C:2]([F:1])=[CH:7][CH:6]=2)[NH:9][C:10]=1[CH3:14])=[O:20])[C:23]1[CH:28]=[CH:27][CH:26]=[CH:25][CH:24]=1. The catalyst class is: 12. (8) The catalyst class is: 8. Product: [CH:27]1([CH2:30][NH:31][C:11]2[N:10]([C:15]3[CH:20]=[CH:19][CH:18]=[CH:17][CH:16]=3)[C:9](=[O:21])[CH:8]=[CH:7][C:6]=2[C:4](=[O:5])[C:3]2[CH:22]=[CH:23][C:24]([F:26])=[CH:25][C:2]=2[F:1])[CH2:29][CH2:28]1. Reactant: [F:1][C:2]1[CH:25]=[C:24]([F:26])[CH:23]=[CH:22][C:3]=1[C:4]([C:6]1[CH:7]=[CH:8][C:9](=[O:21])[N:10]([C:15]2[CH:20]=[CH:19][CH:18]=[CH:17][CH:16]=2)[C:11]=1SCC)=[O:5].[CH:27]1([CH2:30][NH2:31])[CH2:29][CH2:28]1.C(N(C(C)C)C(C)C)C. (9) Reactant: [C:1]1([C:1]2[CH:6]=[CH:5][C:4]([C:7]([O:9][CH2:10][CH2:11][CH2:12][CH3:13])=[O:8])=[CH:3][CH:2]=2)[CH:6]=[CH:5][C:4]([C:7]([O:9][CH2:10][CH2:11][CH2:12][CH3:13])=[O:8])=[CH:3][CH:2]=1.[I:27]C1C=CC(C(O)=O)=CC=1.C(O)CCC.C1(C)C=CC(S(O)(=O)=O)=CC=1. Product: [I:27][C:1]1[CH:6]=[CH:5][C:4]([C:7]([O:9][CH2:10][CH2:11][CH2:12][CH3:13])=[O:8])=[CH:3][CH:2]=1. The catalyst class is: 11. (10) Reactant: [OH:1][C@H:2]([CH2:34][NH:35][CH2:36][C:37]1[CH:42]=[CH:41][CH:40]=[C:39]([O:43][CH3:44])[CH:38]=1)[C@@H:3]([NH:11][C:12]([C:14]1[CH:15]=[C:16]([CH:20]=[C:21]([C:23](=[O:33])[N:24]([CH3:32])[CH2:25][C:26]2[S:27][CH:28]=[C:29]([CH3:31])[N:30]=2)[CH:22]=1)[C:17](O)=[O:18])=[O:13])[CH2:4][C:5]1[CH:10]=[CH:9][CH:8]=[CH:7][CH:6]=1.Cl.[CH3:46][O:47][C:48](=[O:53])[C@H:49]([CH2:51][OH:52])[NH2:50].C1C=CC2N(O)N=NC=2C=1.CCN=C=NCCCN(C)C. Product: [OH:52][CH2:51][C@H:49]([NH:50][C:17](=[O:18])[C:16]1[CH:20]=[C:21]([C:23](=[O:33])[N:24]([CH3:32])[CH2:25][C:26]2[S:27][CH:28]=[C:29]([CH3:31])[N:30]=2)[CH:22]=[C:14]([C:12](=[O:13])[NH:11][C@H:3]([C@H:2]([OH:1])[CH2:34][NH:35][CH2:36][C:37]2[CH:42]=[CH:41][CH:40]=[C:39]([O:43][CH3:44])[CH:38]=2)[CH2:4][C:5]2[CH:10]=[CH:9][CH:8]=[CH:7][CH:6]=2)[CH:15]=1)[C:48]([O:47][CH3:46])=[O:53]. The catalyst class is: 2.